Task: Regression. Given a peptide amino acid sequence and an MHC pseudo amino acid sequence, predict their binding affinity value. This is MHC class II binding data.. Dataset: Peptide-MHC class II binding affinity with 134,281 pairs from IEDB (1) The binding affinity (normalized) is 0.369. The peptide sequence is FDSFVASLTEALRVI. The MHC is HLA-DQA10102-DQB10602 with pseudo-sequence HLA-DQA10102-DQB10602. (2) The peptide sequence is SILKWHLHKVVEVPI. The MHC is DRB1_0701 with pseudo-sequence DRB1_0701. The binding affinity (normalized) is 1.00.